The task is: Predict the reactants needed to synthesize the given product.. This data is from Full USPTO retrosynthesis dataset with 1.9M reactions from patents (1976-2016). Given the product [I:16][C:11]1[CH:12]=[CH:13][CH:14]=[C:15]2[C:10]=1[CH2:9][CH2:8][N:7]1[C:17](=[O:20])[CH2:18][NH:19][C:2](=[O:3])[CH:5]=[C:6]12, predict the reactants needed to synthesize it. The reactants are: [Cl-].[C:2]([CH2:5][CH:6]1[C:15]2[C:10](=[C:11]([I:16])[CH:12]=[CH:13][CH:14]=2)[CH2:9][CH2:8][N:7]1[C:17](=[O:20])[CH2:18][NH3+:19])(O)=[O:3].C(OC(NCC(N1CCC2C(=CC=CC=2I)C1CC([O-])=O)=O)=O)(C)(C)C.[Na+].Cl.